This data is from Peptide-MHC class I binding affinity with 185,985 pairs from IEDB/IMGT. The task is: Regression. Given a peptide amino acid sequence and an MHC pseudo amino acid sequence, predict their binding affinity value. This is MHC class I binding data. (1) The peptide sequence is RVFGFRTAK. The MHC is HLA-B08:01 with pseudo-sequence HLA-B08:01. The binding affinity (normalized) is 0.0847. (2) The peptide sequence is KYYNDILKL. The MHC is HLA-A24:02 with pseudo-sequence HLA-A24:02. The binding affinity (normalized) is 0.520. (3) The peptide sequence is IRQAGVQYSRADEEQ. The MHC is HLA-B07:02 with pseudo-sequence HLA-B07:02. The binding affinity (normalized) is 0. (4) The peptide sequence is SLSEPWRDF. The MHC is HLA-A26:02 with pseudo-sequence HLA-A26:02. The binding affinity (normalized) is 0.220. (5) The peptide sequence is TINVNSLAL. The MHC is HLA-A02:02 with pseudo-sequence HLA-A02:02. The binding affinity (normalized) is 0.298. (6) The MHC is Mamu-B17 with pseudo-sequence Mamu-B17. The binding affinity (normalized) is 0.186. The peptide sequence is WRNATIPLF. (7) The peptide sequence is WFQRIPLQW. The MHC is HLA-A02:11 with pseudo-sequence HLA-A02:11. The binding affinity (normalized) is 0.0847. (8) The peptide sequence is REGVFVFNG. The MHC is HLA-B45:01 with pseudo-sequence HLA-B45:01. The binding affinity (normalized) is 0.546. (9) The peptide sequence is FGAAVSLLF. The MHC is HLA-B46:01 with pseudo-sequence HLA-B46:01. The binding affinity (normalized) is 0.0847. (10) The peptide sequence is RVGLYGLLFY. The MHC is HLA-A30:02 with pseudo-sequence HLA-A30:02. The binding affinity (normalized) is 0.667.